From a dataset of Full USPTO retrosynthesis dataset with 1.9M reactions from patents (1976-2016). Predict the reactants needed to synthesize the given product. Given the product [Si:1]([O:8][C@@H:9]([C:25]1[CH:30]=[CH:29][CH:28]=[CH:27][C:26]=1[C:31]1[CH:36]=[CH:35][C:34]([Cl:37])=[CH:33][CH:32]=1)[CH:10]1[CH2:15][CH2:14][N:13]([C:16]2[CH:24]=[CH:23][C:19]([C:20]([NH:71][S:68]([C:65]3[CH:66]=[CH:67][C:62]([NH:61][C@H:52]([CH2:51][CH2:50][N:49]4[CH2:48][CH2:47][O:46][CH2:45][C@@H:44]4[CH2:43][N:40]([CH2:41][CH3:42])[CH2:38][CH3:39])[CH2:53][S:54][C:55]4[CH:56]=[CH:57][CH:58]=[CH:59][CH:60]=4)=[C:63]([S:72]([C:75]([F:76])([F:78])[F:77])(=[O:74])=[O:73])[CH:64]=3)(=[O:69])=[O:70])=[O:21])=[CH:18][CH:17]=2)[CH2:12][CH2:11]1)([C:4]([CH3:7])([CH3:6])[CH3:5])([CH3:3])[CH3:2], predict the reactants needed to synthesize it. The reactants are: [Si:1]([O:8][C@@H:9]([C:25]1[CH:30]=[CH:29][CH:28]=[CH:27][C:26]=1[C:31]1[CH:36]=[CH:35][C:34]([Cl:37])=[CH:33][CH:32]=1)[CH:10]1[CH2:15][CH2:14][N:13]([C:16]2[CH:24]=[CH:23][C:19]([C:20](O)=[O:21])=[CH:18][CH:17]=2)[CH2:12][CH2:11]1)([C:4]([CH3:7])([CH3:6])[CH3:5])([CH3:3])[CH3:2].[CH2:38]([N:40]([CH2:43][C@@H:44]1[N:49]([CH2:50][CH2:51][C@@H:52]([NH:61][C:62]2[CH:67]=[CH:66][C:65]([S:68]([NH2:71])(=[O:70])=[O:69])=[CH:64][C:63]=2[S:72]([C:75]([F:78])([F:77])[F:76])(=[O:74])=[O:73])[CH2:53][S:54][C:55]2[CH:60]=[CH:59][CH:58]=[CH:57][CH:56]=2)[CH2:48][CH2:47][O:46][CH2:45]1)[CH2:41][CH3:42])[CH3:39].C(Cl)CCl.